Dataset: Forward reaction prediction with 1.9M reactions from USPTO patents (1976-2016). Task: Predict the product of the given reaction. (1) Given the reactants C([C:3]([NH:6][C:7]1[CH:12]=[CH:11][C:10]([CH2:13][CH2:14][CH2:15][C:16]([N:18]([CH3:20])[CH3:19])=[O:17])=[C:9]([F:21])[CH:8]=1)([CH3:5])[CH3:4])#N.[N:22]([C:25]1[CH:32]=[CH:31][C:28]([C:29]#[N:30])=[C:27]([C:33]([F:36])([F:35])[F:34])[CH:26]=1)=[C:23]=[S:24].[CH3:37][OH:38].Cl.[CH3:40]N(C=O)C, predict the reaction product. The product is: [C:29]([C:28]1[CH:31]=[CH:32][C:25]([N:22]2[C:37](=[O:38])[C:3]3([CH2:4][CH2:40][CH2:5]3)[N:6]([C:7]3[CH:12]=[CH:11][C:10]([CH2:13][CH2:14][CH2:15][C:16]([N:18]([CH3:19])[CH3:20])=[O:17])=[C:9]([F:21])[CH:8]=3)[C:23]2=[S:24])=[CH:26][C:27]=1[C:33]([F:34])([F:36])[F:35])#[N:30]. (2) The product is: [CH3:41][N:23]([CH2:24][C:25]1[CH:26]=[C:27]([C:2]2[S:6][C:5]([CH:7]=[CH:8][C:9]([O:11][CH3:12])=[O:10])=[CH:4][CH:3]=2)[CH:28]=[CH:29][CH:30]=1)[C:22](=[O:40])[CH2:13][CH2:14][CH2:15][CH2:16][CH2:17][CH2:18][CH3:19]. Given the reactants Br[C:2]1[S:6][C:5]([CH:7]=[CH:8][C:9]([O:11][CH3:12])=[O:10])=[CH:4][CH:3]=1.[C:13]([CH2:22][N-:23][CH2:24][C:25]1[CH:30]=[CH:29][CH:28]=[C:27](B2OC(C)(C)C(C)(C)O2)[CH:26]=1)(=O)[CH2:14][CH2:15][CH2:16][CH2:17][CH2:18][CH2:19]C.[OH2:40].[CH3:41]N(C)C=O, predict the reaction product. (3) Given the reactants Cl.C([N:4]1[CH2:9][CH2:8][C:7](=[O:10])[CH:6]([C:11]([OH:13])=[O:12])[CH2:5]1)C.C(N([CH2:19][CH3:20])CC)C.[C:21]1([CH3:31])[CH:26]=[CH:25][C:24]([S:27](Cl)(=[O:29])=[O:28])=[CH:23][CH:22]=1, predict the reaction product. The product is: [CH3:31][C:21]1[CH:26]=[CH:25][C:24]([S:27]([N:4]2[CH2:9][CH2:8][C:7](=[O:10])[CH:6]([C:11]([O:13][CH2:19][CH3:20])=[O:12])[CH2:5]2)(=[O:29])=[O:28])=[CH:23][CH:22]=1. (4) Given the reactants [OH:1][CH2:2][C@@H:3]([N:10]1[C:18](=[O:19])[C:17]2[C:12](=[CH:13][CH:14]=[CH:15][CH:16]=2)[C:11]1=[O:20])[C:4]1[CH:9]=[CH:8][CH:7]=[CH:6][CH:5]=1.[F:21][C:22]([F:30])(S(F)(=O)=O)C(O)=O, predict the reaction product. The product is: [F:21][CH:22]([F:30])[O:1][CH2:2][C@@H:3]([N:10]1[C:11](=[O:20])[C:12]2[C:17](=[CH:16][CH:15]=[CH:14][CH:13]=2)[C:18]1=[O:19])[C:4]1[CH:5]=[CH:6][CH:7]=[CH:8][CH:9]=1. (5) Given the reactants C(N(CC)CC)C.[F:8][C:9]1[CH:14]=[C:13]([F:15])[CH:12]=[CH:11][C:10]=1[C@:16]12[CH2:25][O:24][C@@H:23]([CH2:26][OH:27])[CH2:22][C@H:21]1[CH2:20][S:19][C:18]([NH:28][C:29](=[O:36])[C:30]1[CH:35]=[CH:34][CH:33]=[CH:32][CH:31]=1)=[N:17]2.CS(C)=O, predict the reaction product. The product is: [F:8][C:9]1[CH:14]=[C:13]([F:15])[CH:12]=[CH:11][C:10]=1[C@:16]12[CH2:25][O:24][C@@H:23]([CH:26]=[O:27])[CH2:22][C@H:21]1[CH2:20][S:19][C:18]([NH:28][C:29](=[O:36])[C:30]1[CH:31]=[CH:32][CH:33]=[CH:34][CH:35]=1)=[N:17]2.